This data is from Reaction yield outcomes from USPTO patents with 853,638 reactions. The task is: Predict the reaction yield, written as a fraction of the theoretical maximum amount of product (1.0 means a 100% yield; for example, 0.34 means a 34% yield). (1) The reactants are CN(C(ON1N=NC2C=CC=CC1=2)=[N+](C)C)C.F[P-](F)(F)(F)(F)F.Cl.O1CCOCC1.[CH:32]1([N:35]2[CH2:40][CH2:39][N:38]([CH2:41][CH2:42][CH2:43][O:44][C:45]3[CH:53]=[CH:52][C:48]([C:49]([OH:51])=O)=[CH:47][C:46]=3[F:54])[CH2:37][CH2:36]2)[CH2:34][CH2:33]1.[CH3:55][N:56]1[C:65]2[NH:64][C:63]3[CH:66]=[CH:67][CH:68]=[CH:69][C:62]=3[NH:61][CH2:60][C:59]=2[CH:58]=[N:57]1.CCN(C(C)C)C(C)C. The yield is 0.150. The catalyst is CN(C=O)C. The product is [CH:32]1([N:35]2[CH2:36][CH2:37][N:38]([CH2:41][CH2:42][CH2:43][O:44][C:45]3[CH:53]=[CH:52][C:48]([C:49]([N:61]4[CH2:60][C:59]5[CH:58]=[N:57][N:56]([CH3:55])[C:65]=5[NH:64][C:63]5[CH:66]=[CH:67][CH:68]=[CH:69][C:62]4=5)=[O:51])=[CH:47][C:46]=3[F:54])[CH2:39][CH2:40]2)[CH2:33][CH2:34]1. (2) The reactants are [CH:1]([C:3]1[CH:11]=[C:7]([C:8]([OH:10])=[O:9])[C:6]([OH:12])=[CH:5][CH:4]=1)=[O:2].[CH2:13](Br)[C:14]1[CH:19]=[CH:18][CH:17]=[CH:16][CH:15]=1.C(=O)([O-])[O-].[K+].[K+]. The catalyst is C(C(C)=O)C. The product is [CH2:13]([O:9][C:8](=[O:10])[C:7]1[CH:11]=[C:3]([CH:1]=[O:2])[CH:4]=[CH:5][C:6]=1[O:12][CH2:1][C:3]1[CH:11]=[CH:7][CH:6]=[CH:5][CH:4]=1)[C:14]1[CH:19]=[CH:18][CH:17]=[CH:16][CH:15]=1. The yield is 0.575. (3) The reactants are [CH:1]12[N:8]([C:9]([O:11][C:12]([CH3:15])([CH3:14])[CH3:13])=[O:10])[CH:5]([CH2:6][CH2:7]1)[CH2:4][NH:3][CH2:2]2.N1([C:21]([O:23][C:24]2([C:28]([F:31])([F:30])[F:29])[CH2:27][CH2:26][CH2:25]2)=[O:22])C=CN=C1.C(N(CC)CC)C. The catalyst is C1COCC1. The product is [CH:1]12[N:8]([C:9]([O:11][C:12]([CH3:15])([CH3:14])[CH3:13])=[O:10])[CH:5]([CH2:6][CH2:7]1)[CH2:4][N:3]([C:21]([O:23][C:24]1([C:28]([F:29])([F:30])[F:31])[CH2:25][CH2:26][CH2:27]1)=[O:22])[CH2:2]2. The yield is 0.957. (4) The reactants are C(OC(=O)[NH:7][C@H:8]1[CH2:12][CH2:11][N:10]([CH2:13][CH2:14][C@@H:15]2[CH2:19][S:18][C:17]([C:20]3[NH:21][C:22]4[C:27]([CH:28]=3)=[CH:26][C:25]([Cl:29])=[CH:24][C:23]=4[NH:30][CH:31]3[CH2:36][CH2:35][O:34][CH2:33][CH2:32]3)=[N:16]2)[CH2:9]1)(C)(C)C.O1CCOCC1.Cl. The catalyst is ClCCl. The product is [NH2:7][C@H:8]1[CH2:12][CH2:11][N:10]([CH2:13][CH2:14][C@@H:15]2[CH2:19][S:18][C:17]([C:20]3[NH:21][C:22]4[C:27]([CH:28]=3)=[CH:26][C:25]([Cl:29])=[CH:24][C:23]=4[NH:30][CH:31]3[CH2:36][CH2:35][O:34][CH2:33][CH2:32]3)=[N:16]2)[CH2:9]1. The yield is 0.750. (5) The reactants are Cl[CH2:2][CH2:3][CH2:4][N:5]1[CH2:10][C:9](=[O:11])[N:8]([CH2:12][CH2:13][CH2:14]Cl)[CH2:7][C:6]1=[O:16].[NH:17]1[CH2:22][CH2:21][CH:20]([O:23][C:24](=[O:38])[NH:25][C:26]2[CH:31]=[CH:30][CH:29]=[CH:28][C:27]=2[C:32]2[CH:37]=[CH:36][CH:35]=[CH:34][CH:33]=2)[CH2:19][CH2:18]1.CCN(C(C)C)C(C)C.[OH:48][C:49]1[CH:56]=[CH:55][C:52]([CH2:53][NH2:54])=[CH:51][CH:50]=1. The catalyst is CN(C=O)C. The product is [OH:48][C:49]1[CH:56]=[CH:55][C:52]([CH2:53][NH:54][CH2:2][CH2:3][CH2:4][N:5]2[C:6](=[O:16])[CH2:7][N:8]([CH2:12][CH2:13][CH2:14][N:17]3[CH2:18][CH2:19][CH:20]([O:23][C:24](=[O:38])[NH:25][C:26]4[CH:31]=[CH:30][CH:29]=[CH:28][C:27]=4[C:32]4[CH:37]=[CH:36][CH:35]=[CH:34][CH:33]=4)[CH2:21][CH2:22]3)[C:9](=[O:11])[CH2:10]2)=[CH:51][CH:50]=1. The yield is 0.100. (6) The reactants are [F:1][C:2]1[CH:31]=[CH:30][C:5]([CH2:6][CH:7]2[CH2:12][CH2:11][N:10]([CH2:13][C:14]([NH:16][CH2:17][C:18](=O)[C:19]3[CH:28]=[CH:27][C:22]4[NH:23][C:24](=[O:26])[S:25][C:21]=4[CH:20]=3)=O)[CH2:9][CH2:8]2)=[CH:4][CH:3]=1.COC1C=CC(P2(=S)SP(=S)(C3C=CC(OC)=CC=3)[S:41]2)=CC=1. The catalyst is O1CCOCC1.CCOC(C)=O. The product is [F:1][C:2]1[CH:31]=[CH:30][C:5]([CH2:6][CH:7]2[CH2:12][CH2:11][N:10]([CH2:13][C:14]3[S:41][C:18]([C:19]4[CH:28]=[CH:27][C:22]5[NH:23][C:24](=[O:26])[S:25][C:21]=5[CH:20]=4)=[CH:17][N:16]=3)[CH2:9][CH2:8]2)=[CH:4][CH:3]=1. The yield is 0.180. (7) The reactants are C[O:2][C:3](=[O:23])[C@@H:4]([N:9]1[CH2:17][C:16]2[C:11](=[CH:12][CH:13]=[CH:14][C:15]=2[C:18]([F:21])([F:20])[F:19])[C:10]1=[O:22])[CH2:5][CH:6]([CH3:8])[CH3:7].O.[OH-].[Li+]. The catalyst is O1CCCC1.O. The product is [CH3:7][CH:6]([CH3:8])[CH2:5][C@H:4]([N:9]1[CH2:17][C:16]2[C:11](=[CH:12][CH:13]=[CH:14][C:15]=2[C:18]([F:21])([F:19])[F:20])[C:10]1=[O:22])[C:3]([OH:23])=[O:2]. The yield is 0.970. (8) The reactants are [C:1]([C:5]1[CH:34]=[CH:33][C:8]([CH2:9][N:10]([CH2:31][CH3:32])[C:11](=[O:30])[CH2:12][O:13][C:14]2[CH:19]=[CH:18][C:17]([CH2:20][C@H:21]([O:27][CH2:28][CH3:29])[C:22]([O:24]CC)=[O:23])=[CH:16][CH:15]=2)=[CH:7][CH:6]=1)([CH3:4])([CH3:3])[CH3:2].[Li+].[OH-].Cl. The catalyst is C1COCC1. The product is [C:1]([C:5]1[CH:6]=[CH:7][C:8]([CH2:9][N:10]([CH2:31][CH3:32])[C:11](=[O:30])[CH2:12][O:13][C:14]2[CH:15]=[CH:16][C:17]([CH2:20][C@H:21]([O:27][CH2:28][CH3:29])[C:22]([OH:24])=[O:23])=[CH:18][CH:19]=2)=[CH:33][CH:34]=1)([CH3:2])([CH3:3])[CH3:4]. The yield is 0.860. (9) The reactants are [OH:1][C@H:2]([CH3:6])[C:3]([NH2:5])=O.F[B-](F)(F)F.C([O+](CC)CC)C.N[C:20]1[C:21]([NH:29][C@@H:30]2[CH2:35][CH2:34][C@H:33]([C:36]#[N:37])[CH2:32][CH2:31]2)=[C:22]2[S:28][CH:27]=[CH:26][C:23]2=[N:24][CH:25]=1. The catalyst is O1CCCC1.C(O)C. The product is [OH:1][C@@H:2]([C:3]1[N:29]([C@@H:30]2[CH2:31][CH2:32][C@H:33]([C:36]#[N:37])[CH2:34][CH2:35]2)[C:21]2=[C:22]3[S:28][CH:27]=[CH:26][C:23]3=[N:24][CH:25]=[C:20]2[N:5]=1)[CH3:6]. The yield is 0.0290. (10) The reactants are [CH:1]([C:4]1[CH:9]=[CH:8][C:7]([CH:10]=[C:11]([CH3:14])[CH2:12]O)=[CH:6][CH:5]=1)([CH3:3])[CH3:2].P(Br)(Br)[Br:16].O. The catalyst is C(OC(C)C)(C)C. The product is [Br:16][CH2:12][C:11]([CH3:14])=[CH:10][C:7]1[CH:8]=[CH:9][C:4]([CH:1]([CH3:3])[CH3:2])=[CH:5][CH:6]=1. The yield is 0.910.